From a dataset of Forward reaction prediction with 1.9M reactions from USPTO patents (1976-2016). Predict the product of the given reaction. (1) The product is: [Cl:1][C:2]1[CH:3]=[CH:4][C:5]([C:6]([NH:8][C:9]2[S:10][CH:11]=[C:12]([CH2:14][C:15]([N:27]3[CH2:26][CH2:25][N:24]([CH2:23][C:22](=[O:30])[N:21]([CH3:20])[CH3:31])[CH2:29][CH2:28]3)=[O:17])[N:13]=2)=[O:7])=[CH:18][CH:19]=1. Given the reactants [Cl:1][C:2]1[CH:19]=[CH:18][C:5]([C:6]([NH:8][C:9]2[S:10][CH:11]=[C:12]([CH2:14][C:15]([OH:17])=O)[N:13]=2)=[O:7])=[CH:4][CH:3]=1.[CH3:20][N:21]([CH3:31])[C:22](=[O:30])[CH2:23][N:24]1[CH2:29][CH2:28][NH:27][CH2:26][CH2:25]1, predict the reaction product. (2) The product is: [CH:19]1([C@H:4]2[C@H:3]([CH3:22])[C@@H:2]([NH:1][C:53]3[N:58]=[C:57]([CH3:59])[CH:56]=[CH:55][N:54]=3)[C:11]3[C:6](=[CH:7][CH:8]=[C:9]([C:12]#[N:13])[CH:10]=3)[N:5]2[C:14](=[O:18])[CH:15]([CH3:17])[CH3:16])[CH2:21][CH2:20]1. Given the reactants [NH2:1][C@H:2]1[C:11]2[C:6](=[CH:7][CH:8]=[C:9]([C:12]#[N:13])[CH:10]=2)[N:5]([C:14](=[O:18])[CH:15]([CH3:17])[CH3:16])[C@@H:4]([CH:19]2[CH2:21][CH2:20]2)[C@@H:3]1[CH3:22].C1OCCOCCOCCOCCOCCOC1.[F-].[K+].CCN(C(C)C)C(C)C.Cl[C:53]1[N:58]=[C:57]([CH3:59])[CH:56]=[CH:55][N:54]=1, predict the reaction product. (3) Given the reactants [OH:1][C@:2]1([C:30]([F:36])([F:35])[C:31]([F:34])([F:33])[F:32])[C@:18]2([CH3:19])[C@H:5]([C@H:6]3[C:15]([C@@H:16]([C:20]4[CH:25]=[CH:24][C:23]([CH:26]([OH:28])[CH3:27])=[CH:22][CH:21]=4)[CH2:17]2)=[C:14]2[C:9](=[CH:10][C:11](=[O:29])[CH2:12][CH2:13]2)[CH2:8][CH2:7]3)[CH2:4][CH2:3]1.[C:37](O[C:37](=[O:42])[CH2:38][CH:39]([CH3:41])[CH3:40])(=[O:42])[CH2:38][CH:39]([CH3:41])[CH3:40], predict the reaction product. The product is: [OH:1][C@:2]1([C:30]([F:35])([F:36])[C:31]([F:32])([F:33])[F:34])[C@:18]2([CH3:19])[C@H:5]([C@H:6]3[C:15]([C@@H:16]([C:20]4[CH:21]=[CH:22][C:23]([CH:26]([O:28][C:37](=[O:42])[CH2:38][CH:39]([CH3:41])[CH3:40])[CH3:27])=[CH:24][CH:25]=4)[CH2:17]2)=[C:14]2[C:9](=[CH:10][C:11](=[O:29])[CH2:12][CH2:13]2)[CH2:8][CH2:7]3)[CH2:4][CH2:3]1. (4) Given the reactants [OH:1][NH:2][C:3](=[NH:11])[C:4]1[CH:9]=[CH:8][C:7]([F:10])=[CH:6][CH:5]=1.[C:12]([O:16][C:17]([N:19]1[CH2:24][CH2:23][N:22]([CH3:25])[CH:21]([C:26](O)=O)[CH2:20]1)=[O:18])([CH3:15])([CH3:14])[CH3:13].CCN=C=NCCCN(C)C.Cl.C1C=CC2N(O)N=NC=2C=1.C(N(CC)CC)C, predict the reaction product. The product is: [C:12]([O:16][C:17]([N:19]1[CH2:24][CH2:23][N:22]([CH3:25])[CH:21]([C:26]2[O:1][N:2]=[C:3]([C:4]3[CH:5]=[CH:6][C:7]([F:10])=[CH:8][CH:9]=3)[N:11]=2)[CH2:20]1)=[O:18])([CH3:15])([CH3:14])[CH3:13]. (5) The product is: [F:23][C:24]1[C:33]2[C:28](=[CH:29][CH:30]=[CH:31][CH:32]=2)[C:27]([C:34]([NH:1][CH:2]([CH2:12][C:13]2[CH:18]=[CH:17][CH:16]=[CH:15][C:14]=2[C:19]([F:22])([F:20])[F:21])[CH:3]([C:5]2[CH:10]=[CH:9][C:8]([F:11])=[CH:7][CH:6]=2)[OH:4])=[O:35])=[CH:26][CH:25]=1. Given the reactants [NH2:1][CH:2]([CH2:12][C:13]1[CH:18]=[CH:17][CH:16]=[CH:15][C:14]=1[C:19]([F:22])([F:21])[F:20])[CH:3]([C:5]1[CH:10]=[CH:9][C:8]([F:11])=[CH:7][CH:6]=1)[OH:4].[F:23][C:24]1[C:33]2[C:28](=[CH:29][CH:30]=[CH:31][CH:32]=2)[C:27]([C:34](O)=[O:35])=[CH:26][CH:25]=1.Cl.C(N=C=NCCCN(C)C)C.ON1C2C=CC=CC=2N=N1, predict the reaction product. (6) The product is: [Cl:1][C:2]1[N:10]=[C:9]2[C:5]([N:6]=[C:7]([CH2:13][N:14]3[CH2:19][CH2:18][N:17]([CH2:30][C:31]([NH2:33])=[O:32])[C@@H:16]([CH:20]([CH3:22])[CH3:21])[CH2:15]3)[N:8]2[CH2:11][CH3:12])=[C:4]([N:23]2[CH2:28][CH2:27][O:26][CH2:25][CH2:24]2)[N:3]=1. Given the reactants [Cl:1][C:2]1[N:10]=[C:9]2[C:5]([N:6]=[C:7]([CH2:13][N:14]3[CH2:19][CH2:18][NH:17][C@@H:16]([CH:20]([CH3:22])[CH3:21])[CH2:15]3)[N:8]2[CH2:11][CH3:12])=[C:4]([N:23]2[CH2:28][CH2:27][O:26][CH2:25][CH2:24]2)[N:3]=1.Br[CH2:30][C:31]([NH2:33])=[O:32].C(=O)([O-])[O-].[K+].[K+], predict the reaction product. (7) Given the reactants [NH2:1][C:2]1[CH:9]=[CH:8]C(Br)=[CH:6][C:3]=1[CH:4]=O.[F:11][C:12]1[CH:17]=[CH:16][C:15]([C:18](=O)[CH2:19][CH2:20][CH2:21][CH2:22][CH2:23][C:24]([OH:26])=[O:25])=[CH:14][CH:13]=1.C(O[C:35]([C:37](F)(F)F)=[O:36])(C(F)(F)F)=O.CC(O)(C)C.[Cl:46][C:47]1[CH:52]=[CH:51][C:50]([C@H:53]([NH2:55])[CH3:54])=[CH:49][CH:48]=1.C(O)(C(F)(F)F)=O, predict the reaction product. The product is: [Cl:46][C:47]1[CH:52]=[CH:51][C:50]([C@H:53]([NH:55][C:35]([C:37]2[CH:4]=[C:3]3[C:2](=[CH:9][CH:8]=2)[N:1]=[C:18]([C:15]2[CH:16]=[CH:17][C:12]([F:11])=[CH:13][CH:14]=2)[C:19]([CH2:20][CH2:21][CH2:22][CH2:23][C:24]([OH:26])=[O:25])=[CH:6]3)=[O:36])[CH3:54])=[CH:49][CH:48]=1.